From a dataset of Catalyst prediction with 721,799 reactions and 888 catalyst types from USPTO. Predict which catalyst facilitates the given reaction. (1) Reactant: C(O)(=O)C(O)=O.[CH:7]1([C:10]2[CH:15]=[C:14]([CH2:16][N:17]3[CH2:20][C:19]4([CH2:24][C:23]([N:25]5[CH2:30][CH2:29][C:28]([CH3:36])([C:31]([O:33]CC)=[O:32])[CH2:27][CH2:26]5)=[N:22][O:21]4)[CH2:18]3)[C:13]([O:37][CH3:38])=[CH:12][C:11]=2[C:39]2[CH:44]=[CH:43][C:42]([F:45])=[CH:41][CH:40]=2)[CH2:9][CH2:8]1.C(=O)([O-])O.[Na+]. Product: [CH:7]1([C:10]2[CH:15]=[C:14]([CH2:16][N:17]3[CH2:20][C:19]4([CH2:24][C:23]([N:25]5[CH2:26][CH2:27][C:28]([CH3:36])([C:31]([OH:33])=[O:32])[CH2:29][CH2:30]5)=[N:22][O:21]4)[CH2:18]3)[C:13]([O:37][CH3:38])=[CH:12][C:11]=2[C:39]2[CH:44]=[CH:43][C:42]([F:45])=[CH:41][CH:40]=2)[CH2:8][CH2:9]1. The catalyst class is: 13. (2) Reactant: [Cl:1][C:2]1[CH:7]=[CH:6][C:5]([CH:8]=O)=[CH:4][C:3]=1[C:10]1[C:14]([C:15]2[N:19]=[CH:18][N:17]([CH2:20][O:21][CH2:22][CH2:23][Si:24]([CH3:27])([CH3:26])[CH3:25])[N:16]=2)=[CH:13][N:12]([C:28]2[C:33]([CH3:34])=[CH:32][N:31]=[C:30]([NH:35][C:36](=[O:38])[CH3:37])[CH:29]=2)[N:11]=1.[NH:39]1[CH2:43][CH2:42][CH2:41][CH2:40]1.C(O[BH-](OC(=O)C)OC(=O)C)(=O)C.[Na+]. Product: [Cl:1][C:2]1[CH:7]=[CH:6][C:5]([CH2:8][N:39]2[CH2:43][CH2:42][CH2:41][CH2:40]2)=[CH:4][C:3]=1[C:10]1[C:14]([C:15]2[N:19]=[CH:18][N:17]([CH2:20][O:21][CH2:22][CH2:23][Si:24]([CH3:26])([CH3:27])[CH3:25])[N:16]=2)=[CH:13][N:12]([C:28]2[C:33]([CH3:34])=[CH:32][N:31]=[C:30]([NH:35][C:36](=[O:38])[CH3:37])[CH:29]=2)[N:11]=1. The catalyst class is: 34. (3) Reactant: [CH:1]12[CH:9]([C:10]3[CH:23]=[CH:22][C:13]([O:14][CH2:15][C@H:16]4[O:20][C:19]([NH2:21])=[N:18][CH2:17]4)=[CH:12][CH:11]=3)[CH:5]([CH2:6][CH2:7][CH2:8]1)[CH2:4][CH2:3][CH2:2]2.C12C(C3C=CC(O)=CC=3)C(CCC1)CCC2.C1O[C@H]1CCl.C([O:47][C:48](=O)[C:49]#[C:50][CH2:51][F:52])C. Product: [CH:1]12[CH:9]([C:10]3[CH:23]=[CH:22][C:13]([O:14][CH2:15][C@H:16]4[O:20][C:19]5=[N:21][C:48](=[O:47])[CH:49]=[C:50]([CH2:51][F:52])[N:18]5[CH2:17]4)=[CH:12][CH:11]=3)[CH:5]([CH2:4][CH2:3][CH2:2]1)[CH2:6][CH2:7][CH2:8]2. The catalyst class is: 107.